Dataset: Forward reaction prediction with 1.9M reactions from USPTO patents (1976-2016). Task: Predict the product of the given reaction. (1) Given the reactants [Cl:1][C:2]1[N:7]=[C:6](Cl)[CH:5]=[CH:4][N:3]=1.[NH2:9][C:10]1[NH:14][N:13]=[C:12]([CH2:15][CH3:16])[CH:11]=1.C(N(CC)C(C)C)(C)C, predict the reaction product. The product is: [CH2:15]([C:12]1[NH:13][N:14]=[C:10]([NH:9][C:6]2[CH:5]=[CH:4][N:3]=[C:2]([Cl:1])[N:7]=2)[CH:11]=1)[CH3:16]. (2) Given the reactants C(OC([NH:11][C:12]1[C:17](=[O:18])[N:16]([CH2:19][C:20]([OH:22])=[O:21])[C:15]([C:23]2[CH:28]=[CH:27][CH:26]=[CH:25][CH:24]=2)=[N:14][CH:13]=1)=O)C1C=CC=CC=1.[H][H], predict the reaction product. The product is: [NH2:11][C:12]1[C:17](=[O:18])[N:16]([CH2:19][C:20]([OH:22])=[O:21])[C:15]([C:23]2[CH:28]=[CH:27][CH:26]=[CH:25][CH:24]=2)=[N:14][CH:13]=1. (3) The product is: [O:1]=[C:2]1[N:6]([CH2:7][CH:8]2[CH2:9][CH2:10][N:11]([C:27]3[N:32]=[CH:31][CH:30]=[CH:29][N:28]=3)[CH2:12][CH2:13]2)[C:5]2[CH:14]=[CH:15][C:16]([C:18]3[CH:25]=[CH:24][CH:23]=[CH:22][C:19]=3[C:20]#[N:21])=[CH:17][C:4]=2[S:3]1. Given the reactants [O:1]=[C:2]1[N:6]([CH2:7][CH:8]2[CH2:13][CH2:12][NH:11][CH2:10][CH2:9]2)[C:5]2[CH:14]=[CH:15][C:16]([C:18]3[CH:25]=[CH:24][CH:23]=[CH:22][C:19]=3[C:20]#[N:21])=[CH:17][C:4]=2[S:3]1.Br[C:27]1[N:32]=[CH:31][CH:30]=[CH:29][N:28]=1.CN1C(=O)CCC1.CCN(C(C)C)C(C)C, predict the reaction product.